Dataset: Full USPTO retrosynthesis dataset with 1.9M reactions from patents (1976-2016). Task: Predict the reactants needed to synthesize the given product. (1) Given the product [NH2:10][CH2:9][C:5]1[C:6](=[O:8])[NH:7][C:2]([CH3:1])=[CH:3][C:4]=1[CH:11]1[CH2:23][CH2:19][CH2:20][CH2:13][CH2:12]1, predict the reactants needed to synthesize it. The reactants are: [CH3:1][C:2]1[NH:7][C:6](=[O:8])[C:5]([C:9]#[N:10])=[C:4]([CH2:11][CH2:12][CH3:13])[CH:3]=1.[BH4-].[Na+].II.Cl.[CH2:19]1[CH2:23]OC[CH2:20]1. (2) Given the product [C:17]([NH:9][C@@H:7]([C:1]1[CH:6]=[CH:5][CH:4]=[CH:3][CH:2]=1)[CH3:8])(=[O:25])[CH2:18][CH2:19][CH2:20][CH2:21][CH2:22][CH2:23][CH3:24], predict the reactants needed to synthesize it. The reactants are: [C:1]1([C@H:7]([NH2:9])[CH3:8])[CH:6]=[CH:5][CH:4]=[CH:3][CH:2]=1.C(N(CC)CC)C.[C:17](Cl)(=[O:25])[CH2:18][CH2:19][CH2:20][CH2:21][CH2:22][CH2:23][CH3:24]. (3) Given the product [CH3:5][O:6][C:7]([C@@H:8]1[O:24][C:1](=[O:2])[N:10]([C:11]2[CH:12]=[C:13]3[C:18](=[C:19]([F:21])[CH:20]=2)[N:17]([CH3:22])[C:16](=[O:23])[CH2:15][CH2:14]3)[CH2:9]1)=[O:25], predict the reactants needed to synthesize it. The reactants are: [C:1](Cl)(Cl)=[O:2].[CH3:5][O:6][C:7](=[O:25])[CH:8]([OH:24])[CH2:9][NH:10][C:11]1[CH:12]=[C:13]2[C:18](=[C:19]([F:21])[CH:20]=1)[N:17]([CH3:22])[C:16](=[O:23])[CH2:15][CH2:14]2.C(N(CC)CC)C. (4) Given the product [CH3:1][C:2]1([CH3:12])[O:6][C:5](=[CH:7][C:8]([N:19]([O:20][CH3:21])[CH2:18][C:17]2[CH:22]=[CH:23][C:14]([CH3:13])=[CH:15][CH:16]=2)=[O:9])[C:4](=[O:11])[O:3]1, predict the reactants needed to synthesize it. The reactants are: [CH3:1][C:2]1([CH3:12])[O:6][C:5](=[CH:7][C:8](Cl)=[O:9])[C:4](=[O:11])[O:3]1.[CH3:13][C:14]1[CH:23]=[CH:22][C:17]([CH2:18][NH:19][O:20][CH3:21])=[CH:16][CH:15]=1. (5) Given the product [Cl:2][C:3]1[N:4]=[C:5]([C:10]([NH:12][C@H:13]2[CH2:18][CH2:17][N:16]([C:23]3[CH:28]=[CH:27][NH:26][C:25](=[O:29])[CH:24]=3)[CH2:15][C@H:14]2[O:19][CH2:20][CH3:21])=[O:11])[NH:6][C:7]=1[CH2:8][CH3:9], predict the reactants needed to synthesize it. The reactants are: Cl.[Cl:2][C:3]1[N:4]=[C:5]([C:10]([NH:12][C@H:13]2[CH2:18][CH2:17][NH:16][CH2:15][C@H:14]2[O:19][CH2:20][CH3:21])=[O:11])[NH:6][C:7]=1[CH2:8][CH3:9].Cl[C:23]1[CH:28]=[CH:27][N:26]=[C:25]([OH:29])[CH:24]=1.C(=O)([O-])[O-].[Na+].[Na+]. (6) Given the product [Cl:21][C:22]1[CH:23]=[C:24]([CH2:27][O:19][C:16]2[CH:17]=[CH:18][N:13]([C:10]3[CH:11]=[CH:12][C:5]4[N:4]=[C:3]([CH2:1][CH3:2])[N:7]([CH3:8])[C:6]=4[CH:9]=3)[C:14](=[O:20])[CH:15]=2)[S:25][CH:26]=1, predict the reactants needed to synthesize it. The reactants are: [CH2:1]([C:3]1[N:7]([CH3:8])[C:6]2[CH:9]=[C:10]([N:13]3[CH:18]=[CH:17][C:16]([OH:19])=[CH:15][C:14]3=[O:20])[CH:11]=[CH:12][C:5]=2[N:4]=1)[CH3:2].[Cl:21][C:22]1[CH:23]=[C:24]([CH2:27]O)[S:25][CH:26]=1.C(P(CCCC)CCCC)CCC.N(C(N1CCCCC1)=O)=NC(N1CCCCC1)=O. (7) Given the product [S:30]([N:33]1[CH2:5][C:1]2([CH2:2][CH2:3][CH2:4]2)[CH2:11]1)([C:27]1[CH:28]=[CH:29][C:24]([CH3:23])=[CH:25][CH:26]=1)(=[O:32])=[O:31], predict the reactants needed to synthesize it. The reactants are: [C:1]1([CH2:11]CS([O-])(=O)=O)([CH2:5]CS([O-])(=O)=O)[CH2:4][CH2:3][CH2:2]1.C(=O)([O-])[O-].[K+].[K+].[CH3:23][C:24]1[CH:25]=[CH:26][C:27]([S:30]([NH2:33])(=[O:32])=[O:31])=[CH:28][CH:29]=1.C(OCC)(=O)C. (8) Given the product [C:1]([O:5][C:6](=[O:24])[NH:7][CH2:8][CH2:9][C:10]1[CH:15]=[CH:14][C:13]([O:16][C:17]2[CH:18]=[CH:19][C:20]([NH:23][C:25](=[O:27])[CH3:26])=[CH:21][CH:22]=2)=[CH:12][CH:11]=1)([CH3:4])([CH3:2])[CH3:3], predict the reactants needed to synthesize it. The reactants are: [C:1]([O:5][C:6](=[O:24])[NH:7][CH2:8][CH2:9][C:10]1[CH:15]=[CH:14][C:13]([O:16][C:17]2[CH:22]=[CH:21][C:20]([NH2:23])=[CH:19][CH:18]=2)=[CH:12][CH:11]=1)([CH3:4])([CH3:3])[CH3:2].[C:25](Cl)(=[O:27])[CH3:26].C(N(CC)CC)C.C(=O)(O)[O-].[Na+].